The task is: Predict the reactants needed to synthesize the given product.. This data is from Full USPTO retrosynthesis dataset with 1.9M reactions from patents (1976-2016). (1) Given the product [F:1][C:2]1[CH:7]=[CH:6][C:5]2[C:4](=[C:15]([CH3:16])[N:14]=[C:9]3[C:8]=2[CH:13]=[CH:12][CH:11]=[CH:10]3)[CH:3]=1, predict the reactants needed to synthesize it. The reactants are: [F:1][C:2]1[CH:7]=[CH:6][C:5]([C:8]2[CH:13]=[CH:12][CH:11]=[CH:10][C:9]=2[NH:14][C:15](=O)[CH3:16])=[CH:4][CH:3]=1.[OH-].[NH4+]. (2) Given the product [CH3:1][O:2][C:3]1[S:21][C:6]2[N:7]([CH2:24][C:25]3[CH:30]=[CH:29][C:28]([C:31]4[CH:36]=[CH:35][CH:34]=[CH:33][C:32]=4[C:37]4[NH:41][C:40](=[O:47])[O:39][N:38]=4)=[CH:27][CH:26]=3)[C:8](=[O:20])[N:9]([CH2:12][CH2:13][C:14]3[CH:15]=[CH:16][CH:17]=[CH:18][CH:19]=3)[C:10](=[O:11])[C:5]=2[C:4]=1[CH3:22], predict the reactants needed to synthesize it. The reactants are: [CH3:1][O:2][C:3]1[S:21][C:6]2[NH:7][C:8](=[O:20])[N:9]([CH2:12][CH2:13][C:14]3[CH:19]=[CH:18][CH:17]=[CH:16][CH:15]=3)[C:10](=[O:11])[C:5]=2[C:4]=1[CH3:22].Br[CH2:24][C:25]1[CH:30]=[CH:29][C:28]([C:31]2[CH:36]=[CH:35][CH:34]=[CH:33][C:32]=2[C:37]2[N:41]=[C:40](C(Cl)(Cl)Cl)[O:39][N:38]=2)=[CH:27][CH:26]=1.C(=O)([O-])[O-:47].[K+].[K+].CN(C)C=O. (3) The reactants are: Cl.[CH:2]([N:5]1[C:9]([C:10]2[N:19]=[C:18]3[N:12]([CH2:13][CH2:14][O:15][C:16]4[CH:23]=[C:22]([CH:24]5[CH2:29][CH2:28][NH:27][CH2:26][CH2:25]5)[CH:21]=[CH:20][C:17]=43)[CH:11]=2)=[N:8][C:7]([CH3:30])=[N:6]1)([CH3:4])[CH3:3].[CH3:31][N:32]([CH3:37])[C:33](=[O:36])[CH2:34]Cl. Given the product [CH:2]([N:5]1[C:9]([C:10]2[N:19]=[C:18]3[C:17]4[CH:20]=[CH:21][C:22]([CH:24]5[CH2:29][CH2:28][N:27]([CH2:34][C:33]([N:32]([CH3:37])[CH3:31])=[O:36])[CH2:26][CH2:25]5)=[CH:23][C:16]=4[O:15][CH2:14][CH2:13][N:12]3[CH:11]=2)=[N:8][C:7]([CH3:30])=[N:6]1)([CH3:4])[CH3:3], predict the reactants needed to synthesize it.